Dataset: Forward reaction prediction with 1.9M reactions from USPTO patents (1976-2016). Task: Predict the product of the given reaction. (1) Given the reactants [NH:1]1[CH:5]=[CH:4][N:3]=[CH:2]1.C(O[K])(C)(C)C.F[C:13]1[CH:18]=[CH:17][C:16]([C:19]([F:22])([F:21])[F:20])=[CH:15][C:14]=1[N+:23]([O-:25])=[O:24].CCOC(C)=O, predict the reaction product. The product is: [N+:23]([C:14]1[CH:15]=[C:16]([C:19]([F:20])([F:21])[F:22])[CH:17]=[CH:18][C:13]=1[N:1]1[CH:5]=[CH:4][N:3]=[CH:2]1)([O-:25])=[O:24]. (2) Given the reactants [CH:1]([C:4]1[N:8]([C:9]2[CH:14]=[CH:13][CH:12]=[C:11]([C:15]([F:18])([F:17])[F:16])[CH:10]=2)[N:7]=[C:6]([CH3:19])[C:5]=1[C:20](O)=[O:21])([CH3:3])[CH3:2].[N:23]1([CH:28]2[CH2:33][CH2:32][NH:31][CH2:30][CH2:29]2)[CH2:27][CH2:26][CH2:25][CH2:24]1, predict the reaction product. The product is: [CH:1]([C:4]1[N:8]([C:9]2[CH:14]=[CH:13][CH:12]=[C:11]([C:15]([F:16])([F:18])[F:17])[CH:10]=2)[N:7]=[C:6]([CH3:19])[C:5]=1[C:20]([N:31]1[CH2:32][CH2:33][CH:28]([N:23]2[CH2:27][CH2:26][CH2:25][CH2:24]2)[CH2:29][CH2:30]1)=[O:21])([CH3:3])[CH3:2]. (3) Given the reactants ClC[C:3]1[N:4]([C@@H:16]([CH3:26])[CH2:17][NH:18][C:19](=O)OC(C)(C)C)[C:5]2[C:14]3[CH:13]=[CH:12][CH:11]=[CH:10][C:9]=3[N:8]=[CH:7][C:6]=2[N:15]=1.C(Cl)(Cl)Cl, predict the reaction product. The product is: [CH3:26][C@@H:16]1[N:4]2[C:5]3[C:14]4[C:9](=[CH:10][CH:11]=[CH:12][CH:13]=4)[N:8]=[CH:7][C:6]=3[N:15]=[C:3]2[CH2:19][NH:18][CH2:17]1. (4) Given the reactants [F:1]C(F)(F)C(O)=O.F[C:9]1[CH:10]=[C:11]([C@@H:16]2[CH2:20][N:19]([CH2:21][CH2:22][O:23][CH3:24])[CH2:18][C@H:17]2[NH2:25])[CH:12]=[C:13]([F:15])[CH:14]=1.[O:26]=[S:27]1(=[O:51])[CH2:34][C:33]2[C:29](=[N:30][N:31]([C:45]3[CH:50]=[CH:49][CH:48]=[CH:47][CH:46]=3)[C:32]=2[NH:35][C:36](=O)[O:37]C2C=CC=CC=2)[CH2:28]1.CCN(C(C)C)C(C)C, predict the reaction product. The product is: [F:15][C:13]1[CH:12]=[C:11]([C@@H:16]2[CH2:20][N:19]([CH2:21][CH2:22][O:23][CH3:24])[CH2:18][C@H:17]2[NH:25][C:36]([NH:35][C:32]2[N:31]([C:45]3[CH:50]=[CH:49][CH:48]=[CH:47][CH:46]=3)[N:30]=[C:29]3[CH2:28][S:27](=[O:51])(=[O:26])[CH2:34][C:33]=23)=[O:37])[CH:10]=[CH:9][C:14]=1[F:1]. (5) Given the reactants Cl[CH:2]([CH3:16])[C:3]([NH:5][CH:6]1[CH:13]2[CH2:14][CH:9]3[CH2:10][CH:11]([CH2:15][CH:7]1[CH2:8]3)[CH2:12]2)=[O:4].C(=O)([O-])[O-].[Na+].[Na+].[O:23]1[CH:27]=[CH:26][CH:25]=[C:24]1[C:28]([N:30]1[CH2:35][CH2:34][NH:33][CH2:32][CH2:31]1)=[O:29], predict the reaction product. The product is: [CH:7]12[CH2:15][CH:11]3[CH2:10][CH:9]([CH2:14][CH:13]([CH2:12]3)[CH:6]1[NH:5][C:3](=[O:4])[CH:2]([N:33]1[CH2:34][CH2:35][N:30]([C:28]([C:24]3[O:23][CH:27]=[CH:26][CH:25]=3)=[O:29])[CH2:31][CH2:32]1)[CH3:16])[CH2:8]2. (6) Given the reactants [H-].[Na+].[C:3](=[O:8])([O:6][CH3:7])OC.[CH3:9][O:10][C:11]1[CH:16]=[C:15]([O:17][CH3:18])[CH:14]=[CH:13][C:12]=1[C:19]1[CH:24]=[CH:23][C:22]([C:25](=[O:27])[CH3:26])=[CH:21][CH:20]=1, predict the reaction product. The product is: [CH3:9][O:10][C:11]1[CH:16]=[C:15]([O:17][CH3:18])[CH:14]=[CH:13][C:12]=1[C:19]1[CH:20]=[CH:21][C:22]([C:25](=[O:27])[CH2:26][C:3]([O:6][CH3:7])=[O:8])=[CH:23][CH:24]=1. (7) Given the reactants [Cl:1][C:2]1[N:6]2[CH:7]=[CH:8][CH:9]=[CH:10][C:5]2=[N:4][C:3]=1[CH2:11]O.[Br:13]P(Br)Br, predict the reaction product. The product is: [Br:13][CH2:11][C:3]1[N:4]=[C:5]2[CH:10]=[CH:9][CH:8]=[CH:7][N:6]2[C:2]=1[Cl:1]. (8) Given the reactants [F:1][C:2]1[CH:7]=[CH:6][CH:5]=[CH:4][C:3]=1[C:8]1[CH:13]=[CH:12][C:11]([C:14]([O:16]C)=[O:15])=[CH:10][C:9]=1[CH2:18][O:19][CH3:20].CO.O.O.[OH-].[Li+], predict the reaction product. The product is: [F:1][C:2]1[CH:7]=[CH:6][CH:5]=[CH:4][C:3]=1[C:8]1[CH:13]=[CH:12][C:11]([C:14]([OH:16])=[O:15])=[CH:10][C:9]=1[CH2:18][O:19][CH3:20].